This data is from NCI-60 drug combinations with 297,098 pairs across 59 cell lines. The task is: Regression. Given two drug SMILES strings and cell line genomic features, predict the synergy score measuring deviation from expected non-interaction effect. (1) Drug 1: CN(C)C1=NC(=NC(=N1)N(C)C)N(C)C. Drug 2: C1C(C(OC1N2C=NC3=C2NC=NCC3O)CO)O. Cell line: OVCAR3. Synergy scores: CSS=-4.72, Synergy_ZIP=-0.313, Synergy_Bliss=-2.95, Synergy_Loewe=-6.42, Synergy_HSA=-5.56. (2) Drug 1: C1=NC2=C(N=C(N=C2N1C3C(C(C(O3)CO)O)O)F)N. Drug 2: CCN(CC)CCNC(=O)C1=C(NC(=C1C)C=C2C3=C(C=CC(=C3)F)NC2=O)C. Cell line: UACC62. Synergy scores: CSS=3.28, Synergy_ZIP=-1.10, Synergy_Bliss=-0.899, Synergy_Loewe=-5.12, Synergy_HSA=-3.23. (3) Drug 1: C1C(C(OC1N2C=C(C(=O)NC2=O)F)CO)O. Drug 2: CS(=O)(=O)OCCCCOS(=O)(=O)C. Cell line: CCRF-CEM. Synergy scores: CSS=62.4, Synergy_ZIP=-1.93, Synergy_Bliss=-1.08, Synergy_Loewe=-30.1, Synergy_HSA=3.40. (4) Drug 1: C1=CC(=CC=C1CCC2=CNC3=C2C(=O)NC(=N3)N)C(=O)NC(CCC(=O)O)C(=O)O. Drug 2: COC1=NC(=NC2=C1N=CN2C3C(C(C(O3)CO)O)O)N. Cell line: SNB-19. Synergy scores: CSS=35.2, Synergy_ZIP=4.88, Synergy_Bliss=4.49, Synergy_Loewe=-59.6, Synergy_HSA=-0.930. (5) Drug 1: C1CCC(C1)C(CC#N)N2C=C(C=N2)C3=C4C=CNC4=NC=N3. Drug 2: C1=C(C(=O)NC(=O)N1)F. Cell line: 786-0. Synergy scores: CSS=29.7, Synergy_ZIP=0.116, Synergy_Bliss=-0.970, Synergy_Loewe=-4.14, Synergy_HSA=0.873.